Task: Regression. Given two drug SMILES strings and cell line genomic features, predict the synergy score measuring deviation from expected non-interaction effect.. Dataset: NCI-60 drug combinations with 297,098 pairs across 59 cell lines Drug 1: CNC(=O)C1=CC=CC=C1SC2=CC3=C(C=C2)C(=NN3)C=CC4=CC=CC=N4. Drug 2: CC1C(C(CC(O1)OC2CC(CC3=C2C(=C4C(=C3O)C(=O)C5=C(C4=O)C(=CC=C5)OC)O)(C(=O)C)O)N)O.Cl. Cell line: HL-60(TB). Synergy scores: CSS=37.7, Synergy_ZIP=4.62, Synergy_Bliss=9.45, Synergy_Loewe=-17.8, Synergy_HSA=10.1.